Dataset: CYP2C19 inhibition data for predicting drug metabolism from PubChem BioAssay. Task: Regression/Classification. Given a drug SMILES string, predict its absorption, distribution, metabolism, or excretion properties. Task type varies by dataset: regression for continuous measurements (e.g., permeability, clearance, half-life) or binary classification for categorical outcomes (e.g., BBB penetration, CYP inhibition). Dataset: cyp2c19_veith. (1) The compound is Nc1c(Cl)ncnc1N1CCOCC1. The result is 0 (non-inhibitor). (2) The compound is O=C(c1ccncc1)N1CCC[C@@]2(CCN(c3ccccn3)C2)C1. The result is 1 (inhibitor). (3) The drug is Cc1nc2cnc(OCc3ccccc3)nc2n(Cc2ccc(F)cc2)c1=O. The result is 0 (non-inhibitor).